This data is from Forward reaction prediction with 1.9M reactions from USPTO patents (1976-2016). The task is: Predict the product of the given reaction. (1) Given the reactants Br[CH2:2][C:3]([O:5][CH2:6][CH3:7])=[O:4].[OH:8][C:9]1[CH:10]=[CH:11][C:12]2[CH2:19][CH:18]3[C:20](=[O:21])[CH:15]([CH2:16][CH2:17]3)[CH2:14][C:13]=2[CH:22]=1.C(=O)([O-])[O-].[K+].[K+], predict the reaction product. The product is: [CH2:6]([O:5][C:3](=[O:4])[CH2:2][O:8][C:9]1[CH:22]=[C:13]2[C:12](=[CH:11][CH:10]=1)[CH2:19][CH:18]1[C:20](=[O:21])[CH:15]([CH2:16][CH2:17]1)[CH2:14]2)[CH3:7]. (2) Given the reactants [CH3:1][S:2](Cl)(=[O:4])=[O:3].[CH3:6][C:7]1[N:11]([CH:12]([CH3:14])[CH3:13])[C:10]([C:15]2[CH:20]=[CH:19][N:18]=[C:17]([NH:21][CH:22]3[CH2:27][CH2:26][CH:25]([NH2:28])[CH2:24][CH2:23]3)[N:16]=2)=[CH:9][N:8]=1.C(N(CC)CC)C.N, predict the reaction product. The product is: [CH3:6][C:7]1[N:11]([CH:12]([CH3:14])[CH3:13])[C:10]([C:15]2[CH:20]=[CH:19][N:18]=[C:17]([NH:21][CH:22]3[CH2:23][CH2:24][CH:25]([NH:28][S:2]([CH3:1])(=[O:4])=[O:3])[CH2:26][CH2:27]3)[N:16]=2)=[CH:9][N:8]=1. (3) Given the reactants [CH2:1]([O:8][C:9]([N:11]([CH2:19][CH2:20][CH2:21][OH:22])[C:12]1[CH:17]=[CH:16][CH:15]=[CH:14][N+:13]=1[O-:18])=[O:10])[C:2]1[CH:7]=[CH:6][CH:5]=[CH:4][CH:3]=1.C(N(CC)CC)C.[CH3:30][S:31](Cl)(=[O:33])=[O:32], predict the reaction product. The product is: [CH3:30][S:31]([O:22][CH2:21][CH2:20][CH2:19][N:11]([C:9]([O:8][CH2:1][C:2]1[CH:7]=[CH:6][CH:5]=[CH:4][CH:3]=1)=[O:10])[C:12]1[CH:17]=[CH:16][CH:15]=[CH:14][N+:13]=1[O-:18])(=[O:33])=[O:32]. (4) Given the reactants C(P1(=O)OP(CCC)(=O)OP(CCC)(=O)O1)CC.[OH:19][NH:20][C:21](=[NH:37])[CH2:22][N:23]1[CH2:28][CH2:27][N:26]([C:29]([O:31][C:32]([CH3:35])([CH3:34])[CH3:33])=[O:30])[C@H:25]([CH3:36])[CH2:24]1.[C:38](O)(=[O:40])[CH3:39].C(N(CC)CC)C, predict the reaction product. The product is: [C:38]([O:19]/[N:20]=[C:21](\[NH2:37])/[CH2:22][N:23]1[CH2:28][CH2:27][N:26]([C:29]([O:31][C:32]([CH3:33])([CH3:35])[CH3:34])=[O:30])[C@H:25]([CH3:36])[CH2:24]1)(=[O:40])[CH3:39]. (5) Given the reactants [Br:1][C:2]1[CH:21]=[CH:20][C:19]([F:22])=[CH:18][C:3]=1[O:4][CH:5]1[CH2:8][N:7]([C:9]2[N:10]=[CH:11][C:12]([C:15]([OH:17])=O)=[N:13][CH:14]=2)[CH2:6]1.[CH3:23][N:24](C(ON1N=NC2C=CC=NC1=2)=[N+](C)C)C.F[P-](F)(F)(F)(F)F.CN.O1CCCC1, predict the reaction product. The product is: [Br:1][C:2]1[CH:21]=[CH:20][C:19]([F:22])=[CH:18][C:3]=1[O:4][CH:5]1[CH2:6][N:7]([C:9]2[N:10]=[CH:11][C:12]([C:15]([NH:24][CH3:23])=[O:17])=[N:13][CH:14]=2)[CH2:8]1. (6) Given the reactants C(OC(N1[CH2:13][CH2:12][N:11]([C:14]2[C:23]3[C:18](=[CH:19][C:20]4[O:27][CH2:26]C[O:24][C:21]=4[CH:22]=3)[N:17]=[CH:16][N:15]=2)[CH2:10][CH2:9]1)=O)(C)(C)C.C(OC(N1CCN([C:41]2[C:50]3[C:45](=CC(F)=[C:48](F)[CH:49]=3)[N:44]=[CH:43][N:42]=2)CC1)=O)(C)(C)C.[N-]=C=O.[N-:56]=[C:57]=[S:58], predict the reaction product. The product is: [CH2:26]1[O:27][C:20]2[CH:19]=[C:18]3[C:23]([C:14]([N:11]4[CH2:10][CH2:9][N:56]([C:57](=[S:58])[NH:42][CH2:41][C:50]5[CH:45]=[N:44][CH:43]=[CH:48][CH:49]=5)[CH2:13][CH2:12]4)=[N:15][CH:16]=[N:17]3)=[CH:22][C:21]=2[O:24]1.